From a dataset of Full USPTO retrosynthesis dataset with 1.9M reactions from patents (1976-2016). Predict the reactants needed to synthesize the given product. (1) Given the product [CH2:7]1[C:10]2([CH2:13][N:12]([C:19]3[N:20]=[C:15]([C:29]([O:32][CH2:1][CH3:2])=[O:30])[CH:16]=[CH:17][CH:18]=3)[CH2:11]2)[CH2:9][O:8]1, predict the reactants needed to synthesize it. The reactants are: [C:1](O)(=O)[C:2](O)=O.[CH2:7]1[C:10]2([CH2:13][NH:12][CH2:11]2)[CH2:9][O:8]1.Br[C:15]1[N:20]=[C:19](NC(=O)OC(C)(C)C)[CH:18]=[CH:17][CH:16]=1.[C:29]([O-:32])([O-])=[O:30].[K+].[K+].O. (2) Given the product [C:1]([O:5][C:6](=[O:12])[N:7]([CH2:9][CH2:10][O:11][CH2:16][CH2:17][F:18])[CH3:8])([CH3:4])([CH3:2])[CH3:3], predict the reactants needed to synthesize it. The reactants are: [C:1]([O:5][C:6](=[O:12])[N:7]([CH2:9][CH2:10][OH:11])[CH3:8])([CH3:4])([CH3:3])[CH3:2].[OH-].[K+].Br[CH2:16][CH2:17][F:18].Cl. (3) Given the product [Cl:11][C:12]1[CH:13]=[C:14]2[C:18](=[CH:19][CH:20]=1)[NH:17][C:16](=[O:21])[C:15]2([OH:22])[CH2:5][C:4]1[CH:7]=[CH:8][CH:9]=[CH:10][C:3]=1[O:2][CH3:1], predict the reactants needed to synthesize it. The reactants are: [CH3:1][O:2][C:3]1[CH:10]=[CH:9][CH:8]=[CH:7][C:4]=1[CH2:5]Cl.[Cl:11][C:12]1[CH:13]=[C:14]2[C:18](=[CH:19][CH:20]=1)[NH:17][C:16](=[O:21])[C:15]2=[O:22]. (4) Given the product [C:1]([O:4][C:5]1[CH:6]=[C:7]([O:27][C:28](=[O:30])[CH3:29])[CH:8]=[CH:9][C:10]=1[C:11]1[C:12](=[O:26])[O:13][C:14]2[C:19]([C:20]=1[CH2:21][Br:31])=[CH:18][CH:17]=[C:16]([O:22][C:23](=[O:25])[CH3:24])[CH:15]=2)(=[O:3])[CH3:2], predict the reactants needed to synthesize it. The reactants are: [C:1]([O:4][C:5]1[CH:6]=[C:7]([O:27][C:28](=[O:30])[CH3:29])[CH:8]=[CH:9][C:10]=1[C:11]1[C:12](=[O:26])[O:13][C:14]2[C:19]([C:20]=1[CH3:21])=[CH:18][CH:17]=[C:16]([O:22][C:23](=[O:25])[CH3:24])[CH:15]=2)(=[O:3])[CH3:2].[Br:31]N1C(=O)CCC1=O.C(OOC(=O)C1C=CC=CC=1)(=O)C1C=CC=CC=1. (5) Given the product [C:1]([O:5][C:6]([N:8]1[CH2:12][C:11]([F:13])([F:14])[CH2:10][CH:9]1[CH:15]=[O:16])=[O:7])([CH3:4])([CH3:3])[CH3:2], predict the reactants needed to synthesize it. The reactants are: [C:1]([O:5][C:6]([N:8]1[CH2:12][C:11]([F:14])([F:13])[CH2:10][CH:9]1[CH2:15][OH:16])=[O:7])([CH3:4])([CH3:3])[CH3:2].CCN(CC)CC.CS(C)=O.N1C=CC=CC=1. (6) Given the product [C:23]([C:20]1[CH:19]=[CH:18][C:17]([N:11]2[C:12](=[O:16])[C:13]([CH3:15])([CH3:14])[N:9]([CH2:8][C:6]3[CH:5]=[CH:4][N:3]=[C:2]([NH:1][C:29]4[CH:34]=[N:33][C:32]([CH2:35][N:36]5[CH2:37][CH2:38][CH2:39][CH2:40]5)=[CH:31][CH:30]=4)[CH:7]=3)[C:10]2=[O:27])=[CH:22][CH:21]=1)([CH3:26])([CH3:25])[CH3:24], predict the reactants needed to synthesize it. The reactants are: [NH2:1][C:2]1[CH:7]=[C:6]([CH2:8][N:9]2[C:13]([CH3:15])([CH3:14])[C:12](=[O:16])[N:11]([C:17]3[CH:22]=[CH:21][C:20]([C:23]([CH3:26])([CH3:25])[CH3:24])=[CH:19][CH:18]=3)[C:10]2=[O:27])[CH:5]=[CH:4][N:3]=1.Br[C:29]1[CH:30]=[CH:31][C:32]([CH2:35][N:36]2[CH2:40][CH2:39][CH2:38][CH2:37]2)=[N:33][CH:34]=1.CC1(C)C2C=CC=C(P(C3C=CC=CC=3)C3C=CC=CC=3)C=2OC2C1=CC=CC=2P(C1C=CC=CC=1)C1C=CC=CC=1.C(=O)([O-])[O-].[Cs+].[Cs+]. (7) Given the product [NH:11]1[CH2:10][CH2:9][CH:8]([N:5]2[CH2:4][CH2:3][S:2](=[O:1])(=[O:17])[CH2:7][CH2:6]2)[CH2:13][CH2:12]1, predict the reactants needed to synthesize it. The reactants are: [O:1]=[S:2]1(=[O:17])[CH2:7][CH2:6][N:5]([CH:8]2[CH2:13][CH2:12][N:11](C(O)=O)[CH2:10][CH2:9]2)[CH2:4][CH2:3]1.Cl. (8) Given the product [Cl:1][C:2]1[N:11]=[C:10]([N:21]([CH3:22])[CH3:20])[C:9]2[CH2:8][CH2:7][CH2:6][CH:5]([C:13]3[CH:18]=[CH:17][C:16]([F:19])=[CH:15][CH:14]=3)[C:4]=2[N:3]=1, predict the reactants needed to synthesize it. The reactants are: [Cl:1][C:2]1[N:11]=[C:10](Cl)[C:9]2[CH2:8][CH2:7][CH2:6][CH:5]([C:13]3[CH:18]=[CH:17][C:16]([F:19])=[CH:15][CH:14]=3)[C:4]=2[N:3]=1.[CH3:20][NH:21][CH3:22].